Dataset: Reaction yield outcomes from USPTO patents with 853,638 reactions. Task: Predict the reaction yield, written as a fraction of the theoretical maximum amount of product (1.0 means a 100% yield; for example, 0.34 means a 34% yield). The reactants are Br[CH2:2][C:3]1[CH:8]=[CH:7][CH:6]=[CH:5][C:4]=1[C:9]([F:12])([F:11])[F:10].[F:13][C:14]([F:21])(I)[C:15]([O:17][CH2:18][CH3:19])=[O:16]. The catalyst is CS(C)=O.[Cu]. The product is [F:13][C:14]([F:21])([CH2:2][C:3]1[CH:8]=[CH:7][CH:6]=[CH:5][C:4]=1[C:9]([F:12])([F:11])[F:10])[C:15]([O:17][CH2:18][CH3:19])=[O:16]. The yield is 0.469.